From a dataset of Full USPTO retrosynthesis dataset with 1.9M reactions from patents (1976-2016). Predict the reactants needed to synthesize the given product. (1) Given the product [C:43]([O:42][C:40](=[O:41])[CH2:39][CH2:38][CH2:37][CH2:36][CH2:35][CH2:34][CH2:33][CH2:32][CH2:31][CH2:30][CH2:29][CH2:28][CH2:27][CH2:26][CH2:25][CH2:24][CH2:23][CH2:22][C:21](=[O:47])[NH:20][C@H:12]([C:13]([O:15][C:16]([CH3:19])([CH3:18])[CH3:17])=[O:14])[CH2:11][CH2:10][C:9](=[O:8])[NH:49][CH2:50][CH2:51][O:52][CH2:53][CH2:54][O:55][CH2:56][C:57](=[O:58])[NH:59][CH2:60][CH2:61][O:62][CH2:63][CH2:64][O:65][CH2:66][C:67]([OH:69])=[O:68])([CH3:46])([CH3:44])[CH3:45], predict the reactants needed to synthesize it. The reactants are: O=C1CCC(=O)N1[O:8][C:9](=O)[CH2:10][CH2:11][CH:12]([NH:20][C:21](=[O:47])[CH2:22][CH2:23][CH2:24][CH2:25][CH2:26][CH2:27][CH2:28][CH2:29][CH2:30][CH2:31][CH2:32][CH2:33][CH2:34][CH2:35][CH2:36][CH2:37][CH2:38][CH2:39][C:40]([O:42][C:43]([CH3:46])([CH3:45])[CH3:44])=[O:41])[C:13]([O:15][C:16]([CH3:19])([CH3:18])[CH3:17])=[O:14].[NH2:49][CH2:50][CH2:51][O:52][CH2:53][CH2:54][O:55][CH2:56][C:57]([NH:59][CH2:60][CH2:61][O:62][CH2:63][CH2:64][O:65][CH2:66][C:67]([OH:69])=[O:68])=[O:58].NCCOCCOCC(O)=O.CCN(C(C)C)C(C)C. (2) Given the product [Cl:1][C:2]1[CH:3]=[C:4]2[N:10]([C:18]([N:15]3[CH2:16][CH2:17][CH:12]([CH3:11])[CH2:13][CH2:14]3)=[O:19])[N:9]=[N:8][C:5]2=[N:6][CH:7]=1, predict the reactants needed to synthesize it. The reactants are: [Cl:1][C:2]1[CH:3]=[C:4]2[NH:10][N:9]=[N:8][C:5]2=[N:6][CH:7]=1.[CH3:11][CH:12]1[CH2:17][CH2:16][N:15]([C:18](Cl)=[O:19])[CH2:14][CH2:13]1.C(N(CC)CC)C. (3) Given the product [F:9][C:7]1[CH:8]=[C:3]([CH2:2][NH:1][C:30](=[O:32])[CH3:31])[C:4]([NH:20][C@H:21]([C:23]2[CH:24]=[CH:25][C:26]([F:29])=[CH:27][CH:28]=2)[CH3:22])=[N:5][C:6]=1[NH:10][C:11]1[CH:15]=[C:14]([O:16][CH:17]([CH3:18])[CH3:19])[NH:13][N:12]=1, predict the reactants needed to synthesize it. The reactants are: [NH2:1][CH2:2][C:3]1[C:4]([NH:20][C@H:21]([C:23]2[CH:28]=[CH:27][C:26]([F:29])=[CH:25][CH:24]=2)[CH3:22])=[N:5][C:6]([NH:10][C:11]2[CH:15]=[C:14]([O:16][CH:17]([CH3:19])[CH3:18])[NH:13][N:12]=2)=[C:7]([F:9])[CH:8]=1.[C:30](O)(=[O:32])[CH3:31]. (4) Given the product [CH2:31]([O:23][C:17]1[CH:16]=[C:15]([C:12]2[O:13][CH:14]=[C:10]([CH2:9][NH:8][C:6](=[O:7])[C:5]3[CH:24]=[CH:25][CH:26]=[CH:27][C:4]=3[O:3][CH:2]([F:1])[F:28])[N:11]=2)[CH:20]=[CH:19][C:18]=1[O:21][CH3:22])[CH:30]=[CH2:29], predict the reactants needed to synthesize it. The reactants are: [F:1][CH:2]([F:28])[O:3][C:4]1[CH:27]=[CH:26][CH:25]=[CH:24][C:5]=1[C:6]([NH:8][CH2:9][C:10]1[N:11]=[C:12]([C:15]2[CH:20]=[CH:19][C:18]([O:21][CH3:22])=[C:17]([OH:23])[CH:16]=2)[O:13][CH:14]=1)=[O:7].[CH2:29](Br)[CH:30]=[CH2:31]. (5) Given the product [N+:25]([C:28]1[CH:33]=[CH:32][C:31]([C:2]2[CH:7]=[CH:6][C:5]([C:8](=[O:24])[CH2:9][CH:10]([CH2:16][CH2:17][C:18]3[CH:23]=[CH:22][CH:21]=[CH:20][CH:19]=3)[C:11]([O:13][CH2:14][CH3:15])=[O:12])=[CH:4][CH:3]=2)=[CH:30][CH:29]=1)([O-:27])=[O:26], predict the reactants needed to synthesize it. The reactants are: Br[C:2]1[CH:7]=[CH:6][C:5]([C:8](=[O:24])[CH2:9][CH:10]([CH2:16][CH2:17][C:18]2[CH:23]=[CH:22][CH:21]=[CH:20][CH:19]=2)[C:11]([O:13][CH2:14][CH3:15])=[O:12])=[CH:4][CH:3]=1.[N+:25]([C:28]1[CH:33]=[CH:32][C:31](B(O)O)=[CH:30][CH:29]=1)([O-:27])=[O:26].C1(C)C=CC=CC=1.C(=O)([O-])[O-].[Na+].[Na+].